This data is from Experimentally validated miRNA-target interactions with 360,000+ pairs, plus equal number of negative samples. The task is: Binary Classification. Given a miRNA mature sequence and a target amino acid sequence, predict their likelihood of interaction. The miRNA is cel-miR-231-3p with sequence UAAGCUCGUGAUCAACAGGCAGAA. The protein sequence of the target gene is MEVGSEEEKWEKLDAEFDHFVVDMKPFVLKLPHRTERQRCALWIRKLCEPSGTGAGIMGRKNRNLYAKLLLHMLKRGALEGPFTHRPEPGTLKILPSYMSIYFDEPNPARAKGSSPEGLPAWVLGELETSEHKLNESWKLSSGEDNTLVQSPTDVYSREQYTGKLRVRSHSLSPTHREDGQNITPKICEVYSKKSPVSLDDSDIEARLNSWNLGIENPRYLRQKPIPVSLMTPKFSLRKSSSFHDDHFLSRIREKELDMKTKMMEAKFHEEKLKLQQKHDADVQKILERKNNEIEELKTL.... Result: 0 (no interaction).